From a dataset of Catalyst prediction with 721,799 reactions and 888 catalyst types from USPTO. Predict which catalyst facilitates the given reaction. (1) Reactant: Cl[C:2]1[C:11]([Cl:12])=[N:10][C:9]2[C:4](=[CH:5][CH:6]=[CH:7][CH:8]=2)[N:3]=1.[N+:13]([C:16]1[CH:17]=[C:18]([S:22]([NH2:25])(=[O:24])=[O:23])[CH:19]=[CH:20][CH:21]=1)([O-:15])=[O:14].C(=O)([O-])[O-].[K+].[K+].Cl. Product: [Cl:12][C:11]1[C:2]([NH:25][S:22]([C:18]2[CH:19]=[CH:20][CH:21]=[C:16]([N+:13]([O-:15])=[O:14])[CH:17]=2)(=[O:24])=[O:23])=[N:3][C:4]2[C:9]([N:10]=1)=[CH:8][CH:7]=[CH:6][CH:5]=2. The catalyst class is: 58. (2) Reactant: Cl[C:2]1[N:10]=[C:9]([Cl:11])[CH:8]=[CH:7][C:3]=1[C:4]([NH2:6])=[O:5].[CH3:12][N:13]1[CH2:18][CH2:17][N:16]([C:19]2[CH:25]=[CH:24][C:22]([NH2:23])=[CH:21][CH:20]=2)[CH2:15][CH2:14]1.C[Si]([N-][Si](C)(C)C)(C)C.[Li+]. Product: [Cl:11][C:9]1[CH:8]=[CH:7][C:3]([C:4]([NH2:6])=[O:5])=[C:2]([NH:23][C:22]2[CH:21]=[CH:20][C:19]([N:16]3[CH2:15][CH2:14][N:13]([CH3:12])[CH2:18][CH2:17]3)=[CH:25][CH:24]=2)[N:10]=1. The catalyst class is: 56. (3) Reactant: F[C:2]1[CH:12]=[CH:11][C:5]([C:6]([O:8][CH2:9][CH3:10])=[O:7])=[CH:4][CH:3]=1.[CH3:13][N:14]1[CH2:19][CH2:18][NH:17][CH2:16][CH2:15]1.C(=O)([O-])[O-].[K+].[K+].Cl. Product: [CH3:13][N:14]1[CH2:19][CH2:18][N:17]([C:2]2[CH:12]=[CH:11][C:5]([C:6]([O:8][CH2:9][CH3:10])=[O:7])=[CH:4][CH:3]=2)[CH2:16][CH2:15]1. The catalyst class is: 18. (4) Reactant: C(O[C:4]1[C:5](=[O:16])[C:6](=[O:15])[C:7]=1[NH:8][C:9]1[CH:10]=[N:11][CH:12]=[CH:13][CH:14]=1)C.[Cl:17][C:18]1[CH:32]=[CH:31][C:21]([O:22][CH2:23][CH2:24][CH2:25][CH2:26][CH2:27][CH:28]([NH2:30])[CH3:29])=[CH:20][CH:19]=1.CCO.CC#N. Product: [Cl:17][C:18]1[CH:32]=[CH:31][C:21]([O:22][CH2:23][CH2:24][CH2:25][CH2:26][CH2:27][CH:28]([NH:30][C:4]2[C:5](=[O:16])[C:6](=[O:15])[C:7]=2[NH:8][C:9]2[CH:10]=[N:11][CH:12]=[CH:13][CH:14]=2)[CH3:29])=[CH:20][CH:19]=1. The catalyst class is: 67. (5) Reactant: [CH2:1]([N:4]([C:11]1[C:12](Br)=[N:13][C:14]([O:17][CH3:18])=[CH:15][CH:16]=1)C(=O)C(F)(F)F)[CH:2]=[CH2:3].[Cl-].C([NH3+])CCC.C([NH3+])CCC.C([NH3+])CCC.C([NH3+])CCC.[Cl-].[Cl-].[Cl-].C(N(CC)CC)C. Product: [CH3:18][O:17][C:14]1[N:13]=[C:12]2[C:2]([CH3:3])=[CH:1][NH:4][C:11]2=[CH:16][CH:15]=1. The catalyst class is: 274. (6) Reactant: [CH3:1][C:2]1[CH:7]=[CH:6][C:5]([CH2:8][CH2:9][N:10]2[CH2:15][CH2:14][C:13]3([CH2:24][C:23](=[O:25])[C:22]4[C:17](=[CH:18][CH:19]=[C:20](/[CH:26]=[CH:27]/[C:28](O)=[O:29])[CH:21]=4)[O:16]3)[CH2:12][CH2:11]2)=[CH:4][CH:3]=1.[NH2:31][O:32][CH:33]1[CH2:38][CH2:37][CH2:36][CH2:35][O:34]1. Product: [CH3:1][C:2]1[CH:7]=[CH:6][C:5]([CH2:8][CH2:9][N:10]2[CH2:11][CH2:12][C:13]3([CH2:24][C:23](=[O:25])[C:22]4[C:17](=[CH:18][CH:19]=[C:20](/[CH:26]=[CH:27]/[C:28]([NH:31][O:32][CH:33]5[CH2:38][CH2:37][CH2:36][CH2:35][O:34]5)=[O:29])[CH:21]=4)[O:16]3)[CH2:14][CH2:15]2)=[CH:4][CH:3]=1. The catalyst class is: 2. (7) Product: [Cl:29][C:24]1[CH:23]=[C:22]([C:16]2([C:18]([F:20])([F:19])[F:21])[O:15][N:14]([CH3:30])[CH:13]([C:10]3[CH:11]=[CH:12][C:7]([C:6]([OH:32])=[O:5])=[C:8]([CH3:31])[CH:9]=3)[CH2:17]2)[CH:27]=[C:26]([Cl:28])[CH:25]=1. The catalyst class is: 4. Reactant: C([O:5][C:6](=[O:32])[C:7]1[CH:12]=[CH:11][C:10]([CH:13]2[CH2:17][C:16]([C:22]3[CH:27]=[C:26]([Cl:28])[CH:25]=[C:24]([Cl:29])[CH:23]=3)([C:18]([F:21])([F:20])[F:19])[O:15][N:14]2[CH3:30])=[CH:9][C:8]=1[CH3:31])(C)(C)C.FC(F)(F)C(O)=O.